This data is from Full USPTO retrosynthesis dataset with 1.9M reactions from patents (1976-2016). The task is: Predict the reactants needed to synthesize the given product. (1) Given the product [CH3:1][O:2][C:3]1[CH:8]=[CH:7][C:6]([C:16]2[O:20][C:19]([CH:21]=[O:22])=[CH:18][CH:17]=2)=[CH:5][CH:4]=1, predict the reactants needed to synthesize it. The reactants are: [CH3:1][O:2][C:3]1[CH:8]=[CH:7][C:6](B(O)O)=[CH:5][CH:4]=1.C(O)C.Br[C:16]1[O:20][C:19]([CH:21]=[O:22])=[CH:18][CH:17]=1.C(=O)([O-])[O-].[Na+].[Na+]. (2) Given the product [CH3:34][N:2]([CH3:1])[S:3]([C:6]1[CH:7]=[CH:8][C:9]([O:10][C:11]2[CH:12]=[C:13]([CH:23]=[C:24]([O:26][C@@H:27]([CH3:31])[CH2:28][OH:29])[CH:25]=2)[C:14]([NH:16][C:17]2[CH:21]=[CH:20][N:19]([CH3:22])[N:18]=2)=[O:15])=[CH:32][CH:33]=1)(=[O:4])=[O:5], predict the reactants needed to synthesize it. The reactants are: [CH3:1][N:2]([CH3:34])[S:3]([C:6]1[CH:33]=[CH:32][C:9]([O:10][C:11]2[CH:12]=[C:13]([CH:23]=[C:24]([O:26][C@@H:27]([CH3:31])[CH2:28][O:29]C)[CH:25]=2)[C:14]([NH:16][C:17]2[CH:21]=[CH:20][N:19]([CH3:22])[N:18]=2)=[O:15])=[CH:8][CH:7]=1)(=[O:5])=[O:4].I[Si](C)(C)C.C(=O)([O-])O.[Na+]. (3) Given the product [CH2:1]([O:8][NH:19][CH2:18][CH2:44][CH2:38][CH2:37][CH2:36][CH2:35][CH2:34][CH3:33])[C:2]1[CH:3]=[CH:4][CH:5]=[CH:6][CH:7]=1, predict the reactants needed to synthesize it. The reactants are: [CH2:1]([O:8]CCCCCCCN)[C:2]1[CH:7]=[CH:6][CH:5]=[CH:4][CH:3]=1.[BH3-][C:18]#[N:19].[Na+].Cl.CN([C:33]1[CH:38]=[CH:37][C:36](N=N[C:33]2[CH:34]=[CH:35][C:36](S(O)(=O)=O)=[CH:37][CH:38]=2)=[CH:35][CH:34]=1)C.Cl[CH2:44]Cl. (4) The reactants are: [CH3:1][N:2]=[C:3]=[O:4].[NH2:5][CH2:6][CH2:7][CH2:8][CH2:9][C@H:10]([NH:24][C:25](=[O:31])[O:26][C:27]([CH3:30])([CH3:29])[CH3:28])[CH:11]([OH:23])[C:12](=[O:22])[NH:13][C@@H:14]([C:16]1[CH:21]=[CH:20][CH:19]=[CH:18][CH:17]=1)[CH3:15]. Given the product [OH:23][CH:11]([C@@H:10]([NH:24][C:25](=[O:31])[O:26][C:27]([CH3:30])([CH3:29])[CH3:28])[CH2:9][CH2:8][CH2:7][CH2:6][NH:5][C:3]([NH:2][CH3:1])=[O:4])[C:12](=[O:22])[NH:13][C@@H:14]([C:16]1[CH:21]=[CH:20][CH:19]=[CH:18][CH:17]=1)[CH3:15], predict the reactants needed to synthesize it. (5) The reactants are: [CH:1]1([C:7]([OH:31])([C:25]2[CH:30]=[CH:29][CH:28]=[CH:27][CH:26]=2)[C:8]([O:10][CH2:11][CH:12]2[CH2:17][CH2:16][N:15](C(OC(C)(C)C)=O)[CH2:14][CH2:13]2)=[O:9])[CH2:6][CH2:5][CH2:4][CH2:3][CH2:2]1.[ClH:32]. Given the product [ClH:32].[CH:25]1([C:7]([OH:31])([C:1]2[CH:6]=[CH:5][CH:4]=[CH:3][CH:2]=2)[C:8]([O:10][CH2:11][CH:12]2[CH2:17][CH2:16][NH:15][CH2:14][CH2:13]2)=[O:9])[CH2:30][CH2:29][CH2:28][CH2:27][CH2:26]1, predict the reactants needed to synthesize it. (6) Given the product [F:1][C:2]1[CH:11]=[CH:10][C:9]([F:12])=[C:8]2[C:3]=1[C:4](=[O:26])[C:5]([C:21]([OH:23])=[O:22])=[CH:6][N:7]2[CH2:13][C:14]1[CH:15]=[CH:16][C:17]([N:45]2[C:46]3[C:37](=[CH:38][CH:39]=[CH:40][CH:41]=3)[CH:43]=[CH:44]2)=[CH:18][CH:19]=1, predict the reactants needed to synthesize it. The reactants are: [F:1][C:2]1[CH:11]=[CH:10][C:9]([F:12])=[C:8]2[C:3]=1[C:4](=[O:26])[C:5]([C:21]([O:23]CC)=[O:22])=[CH:6][N:7]2[CH2:13][C:14]1[CH:19]=[CH:18][C:17](I)=[CH:16][CH:15]=1.N1C2C=CC=CC=2NC=1.O[C:37]1[CH:38]=[CH:39][CH:40]=[C:41]2[C:46]=1[N:45]=[CH:44][CH:43]=C2.C(=O)([O-])[O-].[Cs+].[Cs+].[Al].Cl.